From a dataset of Full USPTO retrosynthesis dataset with 1.9M reactions from patents (1976-2016). Predict the reactants needed to synthesize the given product. (1) The reactants are: [OH:1][CH2:2][C:3]1[CH:7]=[C:6]([C:8]2[N:13]=[CH:12][CH:11]=[CH:10][N:9]=2)[O:5][N:4]=1.C(N(CC)CC)C.[CH3:21][S:22](Cl)(=[O:24])=[O:23]. Given the product [CH3:21][S:22]([O:1][CH2:2][C:3]1[CH:7]=[C:6]([C:8]2[N:13]=[CH:12][CH:11]=[CH:10][N:9]=2)[O:5][N:4]=1)(=[O:24])=[O:23], predict the reactants needed to synthesize it. (2) Given the product [CH3:1][O:2][C:3]([C:4]1[CH:9]=[CH:8][C:7]2[N:6]([CH:12]=[N:11][CH:10]=2)[C:5]=1[NH:14][C:15]1[CH:20]=[CH:19][C:18]([I:21])=[CH:17][C:16]=1[F:22])=[O:23], predict the reactants needed to synthesize it. The reactants are: [CH3:1][O:2][C:3](=[O:23])[C:4]1[CH:9]=[CH:8][C:7]([CH2:10][NH:11][CH:12]=O)=[N:6][C:5]=1[NH:14][C:15]1[CH:20]=[CH:19][C:18]([I:21])=[CH:17][C:16]=1[F:22].O(Cl)Cl.[P+5]. (3) The reactants are: Cl[C:2]1[CH:11]=[CH:10][C:9]([N+:12]([O-:14])=[O:13])=[CH:8][C:3]=1[C:4]([O:6][CH3:7])=[O:5].[C:15]1([OH:21])[CH:20]=[CH:19][CH:18]=[CH:17][CH:16]=1.C(=O)([O-])[O-].[K+].[K+]. Given the product [N+:12]([C:9]1[CH:10]=[CH:11][C:2]([O:21][C:15]2[CH:20]=[CH:19][CH:18]=[CH:17][CH:16]=2)=[C:3]([CH:8]=1)[C:4]([O:6][CH3:7])=[O:5])([O-:14])=[O:13], predict the reactants needed to synthesize it. (4) Given the product [F:1][C:2]1[CH:3]=[C:4]([C:8]2[CH:9]=[C:10]([CH:15]=[C:16]([O:18][CH3:19])[CH:17]=2)[C:11]([OH:13])=[O:12])[CH:5]=[CH:6][CH:7]=1, predict the reactants needed to synthesize it. The reactants are: [F:1][C:2]1[CH:3]=[C:4]([C:8]2[CH:9]=[C:10]([CH:15]=[C:16]([O:18][CH3:19])[CH:17]=2)[C:11]([O:13]C)=[O:12])[CH:5]=[CH:6][CH:7]=1.[OH-].[K+]. (5) Given the product [CH2:1]([N:3]1[C:11]2[C:6](=[N:7][CH:8]=[CH:9][CH:10]=2)[C:5]([C:12]2[CH:17]=[CH:16][C:15]([O:18][C:19]3[NH:27][C:22]4=[N:23][CH:24]=[CH:25][CH:26]=[C:21]4[N:20]=3)=[CH:14][CH:13]=2)=[N:4]1)[CH3:2], predict the reactants needed to synthesize it. The reactants are: [CH2:1]([N:3]1[C:11]2[C:6](=[N:7][CH:8]=[CH:9][CH:10]=2)[C:5]([C:12]2[CH:17]=[CH:16][C:15]([O:18][C:19]3[N:27](COCC[Si](C)(C)C)[C:22]4=[N:23][CH:24]=[CH:25][CH:26]=[C:21]4[N:20]=3)=[CH:14][CH:13]=2)=[N:4]1)[CH3:2].CCCC[N+](CCCC)(CCCC)CCCC.[F-].O. (6) Given the product [CH3:8][C:6]1[CH:5]=[CH:4][C:3]([S:9][C:10]2[CH:15]=[CH:14][C:13]([NH:16][C:17](=[O:19])[CH3:18])=[CH:12][CH:11]=2)=[C:2]([NH:1][C:35]2[C:22]3[CH:27]=[CH:26][C:25]([CH2:28][CH2:29][CH3:30])=[N:24][C:23]=3[N:31]=[CH:32][N:33]=2)[CH:7]=1, predict the reactants needed to synthesize it. The reactants are: [NH2:1][C:2]1[CH:7]=[C:6]([CH3:8])[CH:5]=[CH:4][C:3]=1[S:9][C:10]1[CH:15]=[CH:14][C:13]([NH:16][C:17](=[O:19])[CH3:18])=[CH:12][CH:11]=1.C([C:22]1[C:23]([N:31]=[CH:32][N:33]([CH3:35])C)=[N:24][C:25]([CH2:28][CH2:29][CH3:30])=[CH:26][CH:27]=1)#N.